From a dataset of Peptide-MHC class I binding affinity with 185,985 pairs from IEDB/IMGT. Regression. Given a peptide amino acid sequence and an MHC pseudo amino acid sequence, predict their binding affinity value. This is MHC class I binding data. (1) The peptide sequence is LAANFVVAL. The MHC is HLA-C12:03 with pseudo-sequence HLA-C12:03. The binding affinity (normalized) is 0.508. (2) The peptide sequence is GVWALPDPI. The MHC is HLA-A02:01 with pseudo-sequence HLA-A02:01. The binding affinity (normalized) is 0.556. (3) The peptide sequence is SVKCTHPLV. The MHC is HLA-A30:01 with pseudo-sequence HLA-A30:01. The binding affinity (normalized) is 1.00. (4) The peptide sequence is YTMELCGAM. The MHC is HLA-C14:02 with pseudo-sequence HLA-C14:02. The binding affinity (normalized) is 1.00. (5) The peptide sequence is RKVIRGEQL. The MHC is HLA-B27:05 with pseudo-sequence HLA-B27:05. The binding affinity (normalized) is 0.387.